This data is from NCI-60 drug combinations with 297,098 pairs across 59 cell lines. The task is: Regression. Given two drug SMILES strings and cell line genomic features, predict the synergy score measuring deviation from expected non-interaction effect. (1) Drug 1: C1=CC(=CC=C1CCC2=CNC3=C2C(=O)NC(=N3)N)C(=O)NC(CCC(=O)O)C(=O)O. Drug 2: CC1=CC2C(CCC3(C2CCC3(C(=O)C)OC(=O)C)C)C4(C1=CC(=O)CC4)C. Cell line: HL-60(TB). Synergy scores: CSS=47.9, Synergy_ZIP=9.02, Synergy_Bliss=5.60, Synergy_Loewe=-28.3, Synergy_HSA=4.27. (2) Drug 1: CC(C)(C#N)C1=CC(=CC(=C1)CN2C=NC=N2)C(C)(C)C#N. Drug 2: CC=C1C(=O)NC(C(=O)OC2CC(=O)NC(C(=O)NC(CSSCCC=C2)C(=O)N1)C(C)C)C(C)C. Cell line: EKVX. Synergy scores: CSS=7.49, Synergy_ZIP=-3.25, Synergy_Bliss=-1.99, Synergy_Loewe=-7.97, Synergy_HSA=-1.08. (3) Drug 1: CC1=C(C(=CC=C1)Cl)NC(=O)C2=CN=C(S2)NC3=CC(=NC(=N3)C)N4CCN(CC4)CCO. Drug 2: CC1=C(C(=O)C2=C(C1=O)N3CC4C(C3(C2COC(=O)N)OC)N4)N. Cell line: OVCAR-4. Synergy scores: CSS=2.51, Synergy_ZIP=-1.86, Synergy_Bliss=0.472, Synergy_Loewe=-3.31, Synergy_HSA=-1.19. (4) Drug 1: CN(CC1=CN=C2C(=N1)C(=NC(=N2)N)N)C3=CC=C(C=C3)C(=O)NC(CCC(=O)O)C(=O)O. Drug 2: CC1=C(C(CCC1)(C)C)C=CC(=CC=CC(=CC(=O)O)C)C. Cell line: LOX IMVI. Synergy scores: CSS=40.0, Synergy_ZIP=0.389, Synergy_Bliss=-4.21, Synergy_Loewe=-24.1, Synergy_HSA=-1.26. (5) Drug 1: CN(C)C1=NC(=NC(=N1)N(C)C)N(C)C. Drug 2: CC1=C(N=C(N=C1N)C(CC(=O)N)NCC(C(=O)N)N)C(=O)NC(C(C2=CN=CN2)OC3C(C(C(C(O3)CO)O)O)OC4C(C(C(C(O4)CO)O)OC(=O)N)O)C(=O)NC(C)C(C(C)C(=O)NC(C(C)O)C(=O)NCCC5=NC(=CS5)C6=NC(=CS6)C(=O)NCCC[S+](C)C)O. Cell line: HOP-92. Synergy scores: CSS=18.5, Synergy_ZIP=-5.67, Synergy_Bliss=-2.47, Synergy_Loewe=-87.8, Synergy_HSA=-1.57. (6) Drug 1: C1C(C(OC1N2C=NC3=C(N=C(N=C32)Cl)N)CO)O. Drug 2: CC1C(C(CC(O1)OC2CC(CC3=C2C(=C4C(=C3O)C(=O)C5=CC=CC=C5C4=O)O)(C(=O)C)O)N)O. Cell line: OVCAR-5. Synergy scores: CSS=49.3, Synergy_ZIP=-6.10, Synergy_Bliss=-7.11, Synergy_Loewe=-4.02, Synergy_HSA=-2.36. (7) Drug 2: C1=CC(=C(C=C1I)F)NC2=C(C=CC(=C2F)F)C(=O)NOCC(CO)O. Synergy scores: CSS=72.6, Synergy_ZIP=1.79, Synergy_Bliss=1.69, Synergy_Loewe=1.36, Synergy_HSA=6.23. Cell line: HT29. Drug 1: CC(C)(C1=NC(=CC=C1)N2C3=NC(=NC=C3C(=O)N2CC=C)NC4=CC=C(C=C4)N5CCN(CC5)C)O. (8) Drug 1: C1=NC2=C(N1)C(=S)N=CN2. Drug 2: COC1=C2C(=CC3=C1OC=C3)C=CC(=O)O2. Cell line: BT-549. Synergy scores: CSS=33.3, Synergy_ZIP=-10.00, Synergy_Bliss=-3.45, Synergy_Loewe=-21.3, Synergy_HSA=-2.46. (9) Drug 1: CC=C1C(=O)NC(C(=O)OC2CC(=O)NC(C(=O)NC(CSSCCC=C2)C(=O)N1)C(C)C)C(C)C. Drug 2: C1CN(CCN1C(=O)CCBr)C(=O)CCBr. Cell line: IGROV1. Synergy scores: CSS=71.8, Synergy_ZIP=-2.58, Synergy_Bliss=2.68, Synergy_Loewe=1.74, Synergy_HSA=4.64. (10) Drug 1: CC1=C(C=C(C=C1)NC2=NC=CC(=N2)N(C)C3=CC4=NN(C(=C4C=C3)C)C)S(=O)(=O)N.Cl. Drug 2: CC12CCC(CC1=CCC3C2CCC4(C3CC=C4C5=CN=CC=C5)C)O. Cell line: KM12. Synergy scores: CSS=14.4, Synergy_ZIP=3.40, Synergy_Bliss=8.65, Synergy_Loewe=-1.80, Synergy_HSA=7.20.